From a dataset of Peptide-MHC class II binding affinity with 134,281 pairs from IEDB. Regression. Given a peptide amino acid sequence and an MHC pseudo amino acid sequence, predict their binding affinity value. This is MHC class II binding data. (1) The peptide sequence is DYHWLRTVRTTKESL. The MHC is DRB1_0404 with pseudo-sequence DRB1_0404. The binding affinity (normalized) is 0.492. (2) The peptide sequence is TDAATHNPWASQKH. The MHC is DRB1_0901 with pseudo-sequence DRB1_0901. The binding affinity (normalized) is 0.232. (3) The peptide sequence is SARLRLLRDRLVEGV. The MHC is HLA-DQA10102-DQB10502 with pseudo-sequence HLA-DQA10102-DQB10502. The binding affinity (normalized) is 0.495. (4) The peptide sequence is LQLIQLINVDEVNQIVTTN. The MHC is DRB1_0405 with pseudo-sequence DRB1_0405. The binding affinity (normalized) is 0.584. (5) The peptide sequence is NFRFLTEKGMKNVFD. The MHC is DRB1_0701 with pseudo-sequence DRB1_0701. The binding affinity (normalized) is 0.171.